This data is from Reaction yield outcomes from USPTO patents with 853,638 reactions. The task is: Predict the reaction yield, written as a fraction of the theoretical maximum amount of product (1.0 means a 100% yield; for example, 0.34 means a 34% yield). (1) The reactants are [Cl:1][C:2]1[CH:3]=[C:4]([CH2:9][CH2:10][CH2:11][C:12]2[CH:17]=[CH:16][C:15]([NH2:18])=[CH:14][CH:13]=2)[CH:5]=[CH:6][C:7]=1[Cl:8].[CH3:19][O:20][C:21](=[O:34])[C:22]1[CH:27]=[C:26]([N+:28]([O-:30])=[O:29])[C:25]([O:31][CH3:32])=[CH:24][C:23]=1F.CCN(CC)CC. The catalyst is CC#N.C(Cl)Cl. The product is [CH3:19][O:20][C:21](=[O:34])[C:22]1[CH:27]=[C:26]([N+:28]([O-:30])=[O:29])[C:25]([O:31][CH3:32])=[CH:24][C:23]=1[NH:18][C:15]1[CH:14]=[CH:13][C:12]([CH2:11][CH2:10][CH2:9][C:4]2[CH:5]=[CH:6][C:7]([Cl:8])=[C:2]([Cl:1])[CH:3]=2)=[CH:17][CH:16]=1. The yield is 0.420. (2) The reactants are [N:1]1[C:10]2[C:5](=[CH:6][CH:7]=[CH:8][CH:9]=2)[C:4]([N:11]2[CH2:17][C:16]3[CH:18]=[C:19]([C:22]4[CH:23]=[C:24]([NH2:29])[C:25]([NH2:28])=[CH:26][CH:27]=4)[CH:20]=[CH:21][C:15]=3[O:14][CH2:13][CH2:12]2)=[CH:3][CH:2]=1.[C:30](N1C=CN=C1)(N1C=CN=C1)=[S:31]. The catalyst is O1CCCC1. The product is [N:1]1[C:10]2[C:5](=[CH:6][CH:7]=[CH:8][CH:9]=2)[C:4]([N:11]2[CH2:17][C:16]3[CH:18]=[C:19]([C:22]4[CH:27]=[CH:26][C:25]5[NH:28][C:30](=[S:31])[NH:29][C:24]=5[CH:23]=4)[CH:20]=[CH:21][C:15]=3[O:14][CH2:13][CH2:12]2)=[CH:3][CH:2]=1. The yield is 0.510. (3) The yield is 0.500. The reactants are [CH3:1][C:2]1(C)[C:6](C)(C)OB(C(C)=C)O1.C(=O)([O-])[O-].[Na+].[Na+].Br[C:20]1[C:21]([N:42]2[CH2:47][CH2:46][CH2:45][C@@H:44]([NH:48][C:49]([O:51][C:52]([CH3:55])([CH3:54])[CH3:53])=[O:50])[CH2:43]2)=[C:22]2[C:28]([NH:29][C:30](=[O:34])[CH:31]([CH3:33])[CH3:32])=[CH:27][N:26]([C:35]([O:37][C:38]([CH3:41])([CH3:40])[CH3:39])=[O:36])[C:23]2=[N:24][CH:25]=1.CC#N.O. The catalyst is O1CCOCC1.C1C=CC([P]([Pd]([P](C2C=CC=CC=2)(C2C=CC=CC=2)C2C=CC=CC=2)([P](C2C=CC=CC=2)(C2C=CC=CC=2)C2C=CC=CC=2)[P](C2C=CC=CC=2)(C2C=CC=CC=2)C2C=CC=CC=2)(C2C=CC=CC=2)C2C=CC=CC=2)=CC=1. The product is [C:52]([O:51][C:49]([NH:48][C@@H:44]1[CH2:45][CH2:46][CH2:47][N:42]([C:21]2[C:20]([C:2]([CH3:6])=[CH2:1])=[CH:25][N:24]=[C:23]3[N:26]([C:35]([O:37][C:38]([CH3:41])([CH3:40])[CH3:39])=[O:36])[CH:27]=[C:28]([NH:29][C:30](=[O:34])[CH:31]([CH3:33])[CH3:32])[C:22]=23)[CH2:43]1)=[O:50])([CH3:54])([CH3:53])[CH3:55].